Task: Predict the reaction yield, written as a fraction of the theoretical maximum amount of product (1.0 means a 100% yield; for example, 0.34 means a 34% yield).. Dataset: Reaction yield outcomes from USPTO patents with 853,638 reactions The reactants are [N+:1]([C:4]1[CH:11]=[CH:10][C:7]([CH:8]=[O:9])=[CH:6][CH:5]=1)([O-:3])=[O:2].C(O[CH:15](OCC)[CH2:16][NH2:17])C.O=P12OP3(OP(OP(O3)(O1)=O)(=O)O2)=O.[OH-].[NH4+]. The catalyst is S(=O)(=O)(O)O. The product is [N+:1]([C:4]1[CH:5]=[CH:6][C:7]([C:8]2[O:9][CH:15]=[CH:16][N:17]=2)=[CH:10][CH:11]=1)([O-:3])=[O:2]. The yield is 0.260.